Task: Predict the reactants needed to synthesize the given product.. Dataset: Full USPTO retrosynthesis dataset with 1.9M reactions from patents (1976-2016) (1) Given the product [F:1][C:2]1[CH:3]=[C:4]([CH:7]=[CH:8][CH:9]=1)[CH2:5][N:17]1[C:25]2[C:20](=[CH:21][CH:22]=[C:23]([CH2:26][C:27]([OH:29])=[O:28])[CH:24]=2)[CH:19]=[CH:18]1.[CH2:10]([N:17]1[C:25]2[C:20](=[CH:21][CH:22]=[C:23]([CH2:26][C:27]([OH:29])=[O:28])[CH:24]=2)[CH:19]=[CH:18]1)[C:11]1[CH:12]=[CH:13][CH:14]=[CH:15][CH:16]=1, predict the reactants needed to synthesize it. The reactants are: [F:1][C:2]1[CH:3]=[C:4]([CH:7]=[CH:8][CH:9]=1)[CH2:5]Cl.[CH2:10]([N:17]1[C:25]2[C:20](=[CH:21][CH:22]=[C:23]([CH2:26][C:27]([OH:29])=[O:28])[CH:24]=2)[CH:19]=[CH:18]1)[C:11]1[CH:16]=[CH:15][CH:14]=[CH:13][CH:12]=1. (2) Given the product [CH2:1]([O:3][C:4]([C:6]1[C:7]([NH:27][CH:22]2[CH2:26][CH2:25][CH2:24][CH2:23]2)=[N:8][C:9]([S:12][CH3:13])=[N:10][CH:11]=1)=[O:5])[CH3:2], predict the reactants needed to synthesize it. The reactants are: [CH2:1]([O:3][C:4]([C:6]1[C:7](Cl)=[N:8][C:9]([S:12][CH3:13])=[N:10][CH:11]=1)=[O:5])[CH3:2].C(N(CC)CC)C.[CH:22]1([NH2:27])[CH2:26][CH2:25][CH2:24][CH2:23]1. (3) Given the product [Br:13][C:6]1[CH:5]=[C:4]([N+:1]([O-:3])=[O:2])[CH:9]=[C:8]([O:15][CH3:14])[CH:7]=1, predict the reactants needed to synthesize it. The reactants are: [N+:1]([C:4]1[CH:5]=[C:6]([Br:13])[CH:7]=[C:8]([N+]([O-])=O)[CH:9]=1)([O-:3])=[O:2].[CH3:14][O-:15].[Na+]. (4) The reactants are: [NH2:1][C:2]1[C:7]([C:8]2[S:9][C:10]3[CH:16]=[CH:15][C:14]([C:17]([OH:19])=O)=[CH:13][C:11]=3[CH:12]=2)=[CH:6][CH:5]=[CH:4][N:3]=1.[C:20]([C:24]1[O:28][N:27]=[C:26]([NH2:29])[CH:25]=1)([CH3:23])([CH3:22])[CH3:21]. Given the product [NH2:1][C:2]1[C:7]([C:8]2[S:9][C:10]3[CH:16]=[CH:15][C:14]([C:17]([NH:29][C:26]4[CH:25]=[C:24]([C:20]([CH3:23])([CH3:22])[CH3:21])[O:28][N:27]=4)=[O:19])=[CH:13][C:11]=3[CH:12]=2)=[CH:6][CH:5]=[CH:4][N:3]=1, predict the reactants needed to synthesize it. (5) Given the product [Cl:25][C:20]1[CH:21]=[N:22][CH:23]=[CH:24][C:19]=1[C:18]1[N:17]=[C:16]([N:26]2[CH2:27][CH2:28][CH:29]([N:32]3[C:40](=[O:41])[C:39]4[C:34](=[CH:35][CH:36]=[CH:37][CH:38]=4)[C:33]3=[O:42])[CH2:30][CH2:31]2)[CH:15]=[N:14][C:13]=1[C:2]1[CH:7]=[CH:6][C:5]([C:8]([F:11])([F:10])[F:9])=[CH:4][N:3]=1, predict the reactants needed to synthesize it. The reactants are: Cl[C:2]1[CH:7]=[CH:6][C:5]([C:8]([F:11])([F:10])[F:9])=[CH:4][N:3]=1.Br[C:13]1[N:14]=[CH:15][C:16]([N:26]2[CH2:31][CH2:30][CH:29]([N:32]3[C:40](=[O:41])[C:39]4[C:34](=[CH:35][CH:36]=[CH:37][CH:38]=4)[C:33]3=[O:42])[CH2:28][CH2:27]2)=[N:17][C:18]=1[C:19]1[CH:24]=[CH:23][N:22]=[CH:21][C:20]=1[Cl:25]. (6) Given the product [Cl:9][C:10]1[CH:15]=[CH:14][N:13]=[C:12]2[N:16]([S:20]([C:23]3[CH:28]=[CH:27][C:26]([CH3:29])=[CH:25][CH:24]=3)(=[O:22])=[O:21])[CH:17]=[C:18]([C:32]([F:35])([F:34])[F:33])[C:11]=12, predict the reactants needed to synthesize it. The reactants are: [F-].[K+].CN1CCCC1.[Cl:9][C:10]1[CH:15]=[CH:14][N:13]=[C:12]2[N:16]([S:20]([C:23]3[CH:28]=[CH:27][C:26]([CH3:29])=[CH:25][CH:24]=3)(=[O:22])=[O:21])[CH:17]=[C:18](I)[C:11]=12.C[Si](C)(C)[C:32]([F:35])([F:34])[F:33].